Dataset: Full USPTO retrosynthesis dataset with 1.9M reactions from patents (1976-2016). Task: Predict the reactants needed to synthesize the given product. (1) Given the product [C:31]([N:1]1[CH2:2][CH:3]([N:5]2[CH:9]=[CH:8][C:7]([C:10]3[N:22]([CH2:23][C:24]4[CH:29]=[CH:28][CH:27]=[C:26]([Cl:30])[CH:25]=4)[C:13]4[CH:14]=[CH:15][C:16]5[N:17]([C:18]([CH3:21])=[N:19][N:20]=5)[C:12]=4[CH:11]=3)=[N:6]2)[CH2:4]1)(=[O:33])[CH3:32], predict the reactants needed to synthesize it. The reactants are: [NH:1]1[CH2:4][CH:3]([N:5]2[CH:9]=[CH:8][C:7]([C:10]3[N:22]([CH2:23][C:24]4[CH:29]=[CH:28][CH:27]=[C:26]([Cl:30])[CH:25]=4)[C:13]4[CH:14]=[CH:15][C:16]5[N:17]([C:18]([CH3:21])=[N:19][N:20]=5)[C:12]=4[CH:11]=3)=[N:6]2)[CH2:2]1.[C:31](Cl)(=[O:33])[CH3:32].C(N(CC)CC)C. (2) Given the product [C:1]1(=[CH:4][C:5]2[C:13]3[C:8](=[CH:9][CH:10]=[CH:11][CH:12]=3)[N:7]([CH2:14][C:15]3[CH:20]=[CH:19][CH:18]=[C:17]([C:21]([F:23])([F:24])[F:22])[CH:16]=3)[C:6]=2[C:25]([OH:27])=[O:26])[CH2:3][CH2:2]1, predict the reactants needed to synthesize it. The reactants are: [C:1]1(=[CH:4][C:5]2[C:13]3[C:8](=[CH:9][CH:10]=[CH:11][CH:12]=3)[N:7]([CH2:14][C:15]3[CH:20]=[CH:19][CH:18]=[C:17]([C:21]([F:24])([F:23])[F:22])[CH:16]=3)[C:6]=2[C:25]([O:27]CC)=[O:26])[CH2:3][CH2:2]1.[OH-].[Na+]. (3) Given the product [F:35][C:36]([F:41])([F:40])[C:37]([OH:39])=[O:38].[Br:19][C:15]1[CH:14]=[C:13]([CH:12]2[C:11]([C:22]3[CH:27]=[CH:26][C:25]([Cl:28])=[CH:24][C:23]=3[F:29])([C:20]#[N:21])[CH:10]([CH2:30][C:31]([CH3:33])([CH3:34])[CH3:32])[NH:9][CH:8]2[C:6]([OH:7])=[O:5])[CH:18]=[CH:17][CH:16]=1, predict the reactants needed to synthesize it. The reactants are: C([O:5][C:6]([CH:8]1[CH:12]([C:13]2[CH:18]=[CH:17][CH:16]=[C:15]([Br:19])[CH:14]=2)[C:11]([C:22]2[CH:27]=[CH:26][C:25]([Cl:28])=[CH:24][C:23]=2[F:29])([C:20]#[N:21])[CH:10]([CH2:30][C:31]([CH3:34])([CH3:33])[CH3:32])[NH:9]1)=[O:7])(C)(C)C.[F:35][C:36]([F:41])([F:40])[C:37]([OH:39])=[O:38].